From a dataset of Peptide-MHC class I binding affinity with 185,985 pairs from IEDB/IMGT. Regression. Given a peptide amino acid sequence and an MHC pseudo amino acid sequence, predict their binding affinity value. This is MHC class I binding data. (1) The peptide sequence is LITNTIAGV. The binding affinity (normalized) is 0.0847. The MHC is HLA-B39:01 with pseudo-sequence HLA-B39:01. (2) The peptide sequence is GALSRRYPH. The MHC is HLA-B18:01 with pseudo-sequence HLA-B18:01. The binding affinity (normalized) is 0.0847. (3) The peptide sequence is TVFKGFVNK. The MHC is HLA-B44:02 with pseudo-sequence HLA-B44:02. The binding affinity (normalized) is 0.0847. (4) The peptide sequence is QTVEMSPFY. The MHC is HLA-B18:01 with pseudo-sequence HLA-B18:01. The binding affinity (normalized) is 0.213. (5) The peptide sequence is CMYYFLHYYI. The MHC is Mamu-B17 with pseudo-sequence Mamu-B17. The binding affinity (normalized) is 0.223. (6) The MHC is HLA-B38:01 with pseudo-sequence HLA-B38:01. The binding affinity (normalized) is 0.0847. The peptide sequence is EIIFYHPTF.